This data is from Experimentally validated miRNA-target interactions with 360,000+ pairs, plus equal number of negative samples. The task is: Binary Classification. Given a miRNA mature sequence and a target amino acid sequence, predict their likelihood of interaction. (1) The miRNA is hsa-miR-18a-3p with sequence ACUGCCCUAAGUGCUCCUUCUGG. Result: 1 (interaction). The protein sequence of the target gene is MYNTVWSMDRDDADWREVMMPYSTELIFYIEMDPPALPPKPPKPMTSAVPNGMKDSSVSLQDAEWYWGDISREEVNDKLRDMPDGTFLVRDASTKMQGDYTLTLRKGGNNKLIKIYHRDGKYGFSDPLTFNSVVELINHYHHESLAQYNPKLDVKLMYPVSRYQQDQLVKEDNIDAVGKKLQEYHSQYQEKSKEYDRLYEEYTRTSQEIQMKRTAIEAFNETIKIFEEQCHTQEQHSKEYIERFRREGNEKEIERIMMNYDKLKSRLGEIHDSKMRLEQDLKNQALDNREIDKKMNSIKP.... (2) The miRNA is hsa-miR-7153-3p with sequence CACCAUGGACGGUUUACC. The protein sequence of the target gene is MSRRKQAKPRSVKVEEGEASDFSLAWDSSVAAAGGLEGEPECDRKTSRALEDRNSVTSQEERNEDDEDVEDESIYTCDHCQQDFESLADLTDHRAHRCPGDGDDDPQLSWVASSPSSKDVASPTQMIGDGCDLGLGEEEGGTGLPYPCQFCDKSFIRLSYLKRHEQIHSDKLPFKCTFCSRLFKHKRSRDRHIKLHTGDKKYHCHECEAAFSRSDHLKIHLKTHSSSKPFKCSVCKRGFSSTSSLQSHMQAHKKNKEHLAKSEKEAKKDDFMCDYCEDTFSQTEELEKHVLTLHPQLSEK.... Result: 0 (no interaction).